Task: Regression. Given a peptide amino acid sequence and an MHC pseudo amino acid sequence, predict their binding affinity value. This is MHC class I binding data.. Dataset: Peptide-MHC class I binding affinity with 185,985 pairs from IEDB/IMGT (1) The peptide sequence is ELGNILSVY. The MHC is HLA-A32:01 with pseudo-sequence HLA-A32:01. The binding affinity (normalized) is 0. (2) The peptide sequence is TAFTIPST. The MHC is HLA-B44:03 with pseudo-sequence HLA-B44:03. The binding affinity (normalized) is 0. (3) The peptide sequence is LICYQIEYI. The MHC is HLA-B51:01 with pseudo-sequence HLA-B51:01. The binding affinity (normalized) is 0.0847. (4) The peptide sequence is WLKHIEKNY. The MHC is HLA-A02:06 with pseudo-sequence HLA-A02:06. The binding affinity (normalized) is 0.354.